Dataset: Full USPTO retrosynthesis dataset with 1.9M reactions from patents (1976-2016). Task: Predict the reactants needed to synthesize the given product. (1) Given the product [NH2:12][C:13]1[C:14]2[C:40]([CH3:46])([C:41]([NH:5][C:6]3[CH:11]=[CH:10][CH:9]=[CH:8][CH:7]=3)=[O:42])[C:39](=[O:47])[NH:38][C:15]=2[N:16]=[C:17]([C:19]2[C:27]3[C:22](=[CH:23][C:24]([Cl:28])=[CH:25][CH:26]=3)[N:21]([CH2:29][CH2:30][C:31]([F:36])([F:37])[C:32]([F:35])([F:33])[F:34])[N:20]=2)[N:18]=1, predict the reactants needed to synthesize it. The reactants are: C[Al](C)C.[NH2:5][C:6]1[CH:11]=[CH:10][CH:9]=[CH:8][CH:7]=1.[NH2:12][C:13]1[C:14]2[C:40]([CH3:46])([C:41](OCC)=[O:42])[C:39](=[O:47])[NH:38][C:15]=2[N:16]=[C:17]([C:19]2[C:27]3[C:22](=[CH:23][C:24]([Cl:28])=[CH:25][CH:26]=3)[N:21]([CH2:29][CH2:30][C:31]([F:37])([F:36])[C:32]([F:35])([F:34])[F:33])[N:20]=2)[N:18]=1.C(C(C(C([O-])=O)O)O)([O-])=O.[K+].[Na+]. (2) Given the product [C:16]([C:14]1[CH:15]=[C:6]([C:4]([OH:5])=[O:3])[CH:7]=[C:8]2[C:13]=1[O:12][C:11]([CH3:18])([CH3:19])[CH2:10][C:9]2([CH3:20])[CH3:21])#[N:17], predict the reactants needed to synthesize it. The reactants are: C([O:3][C:4]([C:6]1[CH:7]=[C:8]2[C:13](=[C:14]([C:16]#[N:17])[CH:15]=1)[O:12][C:11]([CH3:19])([CH3:18])[CH2:10][C:9]2([CH3:21])[CH3:20])=[O:5])C.[OH-].[Na+].Cl.